Dataset: Experimentally validated miRNA-target interactions with 360,000+ pairs, plus equal number of negative samples. Task: Binary Classification. Given a miRNA mature sequence and a target amino acid sequence, predict their likelihood of interaction. (1) The miRNA is hsa-miR-4758-3p with sequence UGCCCCACCUGCUGACCACCCUC. The protein sequence of the target gene is MSTETELQVAVKTSAKKDSRKKGQDRSEATLIKRFKGEGVRYKAKLIGIDEVSAARGDKLCQDSMMKLKGVVAGARSKGEHKQKIFLTISFGGIKIFDEKTGALQHHHAVHEISYIAKDITDHRAFGYVCGKEGNHRFVAIKTAQAAEPVILDLRDLFQLIYELKQREELEKKAQKDKQCEQAVYQTILEEDVEDPVYQYIVFEAGHEPIRDPETEENIYQVPTSQKKEGVYDVPKSQPNSQPLEDFESRFAAATPNRNLSMDFDELLEATKVSAVTQLELFGDMSTPPDITSPPTPATP.... Result: 0 (no interaction). (2) The miRNA is hsa-miR-212-5p with sequence ACCUUGGCUCUAGACUGCUUACU. The protein sequence of the target gene is MPPNFPEFAERIEASLSEVSEAGASNPSLQEKKESSSALTESSGHLDHREPQSESVTLEHVSKSIGIPEVQDFKNLSGDCQDFRFQQHSANPPHEFQPVESEAVATSGNTDVMQESRFSSATWPRATKSLAKGGFSEKQHPLGDTACTVEMPPLSPCLSEELLDPELHVLITPSLREKTESELKFEEDERWIMMEAEGEWEEEKLSDREKTFLMADEKNSLADIFEEREQANTAVVEDGSDCLAAVLRTFGHLSLGQICCPDDPQPAKDQLATVPKDIPLDCDCVLTGEDILGEVANRTA.... Result: 1 (interaction). (3) The miRNA is hsa-miR-4493 with sequence AGAAGGCCUUUCCAUCUCUGU. The protein sequence of the target gene is MEERCESTESPQGQGRKNTKCGWLRKQGGFVKTWHTRWFVLKGDQLYYFKDEDETKPLGTIFLHGNKVIEHPCNEENPGKFLFDVVPGGERDRMTANHESYLLMASTQNDMEDWVKSIRRVIWGPFGGGIFGQKLEDTVRYEKRYGNRLAPMLVEQCVDFIRQRGLKEEGLFRLPGQANLVKELQDAFDCGEKPSFDSNTDVHTVASLLKLYLRELPEPVVPYAKYEDFLSCATLLSKEEEAGVKELMKQVKSLPVVNYNLLKYICRFLDEVQSYSGVNKMSAQNLATVFGPNILRPKVE.... Result: 0 (no interaction). (4) The miRNA is hsa-miR-513c-3p with sequence UAAAUUUCACCUUUCUGAGAAGA. The protein sequence of the target gene is MDLVLRVADYYFFTPYVYPATWPEDDIFRQAISLLIVTNVGAYILYFFCATLSYYFVFDHALMKHPQFLKNQVRREIKFTVQALPWISILTVALFLLEIRGYSKLHDDLGEFPYGLFELVVSIISFLFFTDMFIYWIHRGLHHRLVYKRLHKPHHIWKIPTPFASHAFHPIDGFLQSLPYHIYPFIFPLHKVVYLSLYILVNIWTISIHDGDFRVPQILQPFINGSAHHTDHHMFFDYNYGQYFTLWDRIGGSFKNPSSFEGKGPLSYVKEMTEGKRSSHSGNGCKNEKLFNGEFTKTE. Result: 1 (interaction). (5) Result: 0 (no interaction). The miRNA is hsa-miR-125a-5p with sequence UCCCUGAGACCCUUUAACCUGUGA. The protein sequence of the target gene is MTAGAGVLLLLLSLSGALRAHNEDLTTRETCKAGFSEDDYTALISQNILEGEKLLQVKFSSCVGTKGTQYETNSMDFKVGADGTVFATRELQVPSEQVAFTVTAWDSQTAEKWDAVVRLLVAQTSSPHSGHKPQKGKKVVALDPSPPPKDTLLPWPQHQNANGLRRRKRDWVIPPINVPENSRGPFPQQLVRIRSDKDNDIPIRYSITGVGADQPPMEVFSIDSMSGRMYVTRPMDREEHASYHLRAHAVDMNGNKVENPIDLYIYVIDMNDNRPEFINQVYNGSVDEGSKPGTYVMTVT....